From a dataset of Forward reaction prediction with 1.9M reactions from USPTO patents (1976-2016). Predict the product of the given reaction. (1) Given the reactants [OH:1][C:2]1[CH:3]=[C:4]([CH2:11][C:12]([OH:14])=[O:13])[CH:5]=[CH:6][C:7]=1[N+:8]([O-:10])=[O:9].[OH-].[Na+].[C:17](OC(=O)C)(=[O:19])[CH3:18].Cl, predict the reaction product. The product is: [C:17]([O:1][C:2]1[CH:3]=[C:4]([CH2:11][C:12]([OH:14])=[O:13])[CH:5]=[CH:6][C:7]=1[N+:8]([O-:10])=[O:9])(=[O:19])[CH3:18]. (2) The product is: [Cl:23][C:19]1[CH:18]=[C:17]([N:15]2[N:14]=[N:13][C:12]([CH:7]3[CH2:8][CH2:9][CH2:10][CH2:11][N:6]3[C:3]3[N:4]([CH3:5])[C:30]([C:29]4[CH:34]=[CH:35][C:26]([O:25][CH3:24])=[CH:27][CH:28]=4)=[N:32][N:33]=3)=[N:16]2)[CH:22]=[CH:21][CH:20]=1. Given the reactants CS[C:3]([N:6]1[CH2:11][CH2:10][CH2:9][CH2:8][CH:7]1[C:12]1[N:13]=[N:14][N:15]([C:17]2[CH:22]=[CH:21][CH:20]=[C:19]([Cl:23])[CH:18]=2)[N:16]=1)=[N:4][CH3:5].[CH3:24][O:25][C:26]1[CH:35]=[CH:34][C:29]([C:30]([NH:32][NH2:33])=O)=[CH:28][CH:27]=1, predict the reaction product. (3) Given the reactants [OH:1][CH2:2][CH2:3][CH2:4][CH2:5][CH2:6][CH2:7][CH2:8][CH2:9][CH:10]1[C:19]2[C:14](=[CH:15][C:16]([O:20][CH3:21])=[CH:17][CH:18]=2)[S:13][CH2:12][C:11]1([C:23]1[CH:28]=[CH:27][C:26]([O:29][CH3:30])=[CH:25][CH:24]=1)[CH3:22].C(N(CC)CC)C.[CH3:38][S:39](Cl)(=[O:41])=[O:40].O, predict the reaction product. The product is: [CH3:38][S:39]([O:1][CH2:2][CH2:3][CH2:4][CH2:5][CH2:6][CH2:7][CH2:8][CH2:9][CH:10]1[C:19]2[C:14](=[CH:15][C:16]([O:20][CH3:21])=[CH:17][CH:18]=2)[S:13][CH2:12][C:11]1([C:23]1[CH:28]=[CH:27][C:26]([O:29][CH3:30])=[CH:25][CH:24]=1)[CH3:22])(=[O:41])=[O:40]. (4) Given the reactants [O-]CC.[Na+].Cl.Cl.[NH:7]([C:9]1[CH:10]=[N:11][CH:12]=[CH:13][CH:14]=1)[NH2:8].[C:15](OCC)(=[O:23])/[CH:16]=[CH:17]\[C:18]([O:20][CH2:21][CH3:22])=[O:19].N(C1C=NC=CC=1)N, predict the reaction product. The product is: [O:23]=[C:15]1[NH:8][N:7]([C:9]2[CH:10]=[N:11][CH:12]=[CH:13][CH:14]=2)[CH:17]([C:18]([O:20][CH2:21][CH3:22])=[O:19])[CH2:16]1. (5) Given the reactants [CH3:1][O:2][C:3]1[C:8]([N+:9]([O-])=O)=[CH:7][CH:6]=[C:5]([S:12]([CH3:15])(=[O:14])=[O:13])[N:4]=1.[H][H], predict the reaction product. The product is: [CH3:1][O:2][C:3]1[C:8]([NH2:9])=[CH:7][CH:6]=[C:5]([S:12]([CH3:15])(=[O:14])=[O:13])[N:4]=1.